From a dataset of Full USPTO retrosynthesis dataset with 1.9M reactions from patents (1976-2016). Predict the reactants needed to synthesize the given product. (1) Given the product [Br:1][C:2]1[CH:3]=[CH:4][C:5]([CH:8]([CH2:15][CH3:16])[C:9]([O:11][CH2:12][CH3:13])=[O:10])=[CH:6][CH:7]=1, predict the reactants needed to synthesize it. The reactants are: [Br:1][C:2]1[CH:7]=[CH:6][C:5]([CH2:8][C:9]([O:11][CH2:12][CH3:13])=[O:10])=[CH:4][CH:3]=1.[Li+].[CH3:15][CH:16]([N-]C(C)C)C.C(I)C. (2) Given the product [C:1]([O:4][CH:5]([C@H:37]1[O:42][CH2:41][CH2:40][N:39]([C:43]2[CH:47]=[CH:46][N:45]([C:48]3[CH:53]=[CH:52][N:51]=[CH:50][CH:49]=3)[N:44]=2)[C:38]1=[O:54])[CH:6]=[O:7])(=[O:3])[CH3:2], predict the reactants needed to synthesize it. The reactants are: [C:1]([O:4][C@H:5]([C@H:37]1[O:42][CH2:41][CH2:40][N:39]([C:43]2[CH:47]=[CH:46][N:45]([C:48]3[CH:53]=[CH:52][N:51]=[CH:50][CH:49]=3)[N:44]=2)[C:38]1=[O:54])[C:6](NC1C(C(=O)N)=C2C(=CC=1)C(N(C(OC(C)(C)C)=O)C(OC(C)(C)C)=O)=NC=C2)=[O:7])(=[O:3])[CH3:2]. (3) Given the product [Br:8][C:9]1[N:10]=[CH:11][C:12]([O:15][CH2:2][C:3]([O:5][CH2:6][CH3:7])=[O:4])=[CH:13][CH:14]=1, predict the reactants needed to synthesize it. The reactants are: Br[CH2:2][C:3]([O:5][CH2:6][CH3:7])=[O:4].[Br:8][C:9]1[CH:14]=[CH:13][C:12]([OH:15])=[CH:11][N:10]=1.C(=O)([O-])[O-].[Cs+].[Cs+].